Dataset: Experimentally validated miRNA-target interactions with 360,000+ pairs, plus equal number of negative samples. Task: Binary Classification. Given a miRNA mature sequence and a target amino acid sequence, predict their likelihood of interaction. (1) The miRNA is mmu-miR-7036a-3p with sequence CCGUCCUCAUCCGCUCCUCCCAG. The protein sequence of the target gene is MVKLFIGNLPREATEQEIRSLFEQYGKVLECDIIKNYGFVHIEDKTAAEDAIRNLHHYKLHGVNINVEASKNKSKASTKLHVGNISPTCTNQELRAKFEEYGPVIECDIVKDYAFVHMERAEDAVEAIRGLDNTEFQGKRMHVQLSTSRLRTAPGMGDQSGCYRCGKEGHWSKECPIDRSGRVADLTEQYNEQYGAVRTPYTMSYGDSLYYNNTYGALDAYYKRCRAARSYEAVAAAAASAYSNYAEQTLSQLPQVQNTAMASHLTSTSLDPYNRHLLPPSGAAAAAAAAAACTAASTSY.... Result: 0 (no interaction). (2) The miRNA is hsa-miR-4264 with sequence ACUCAGUCAUGGUCAUU. The protein sequence of the target gene is MPDIIWVFPPQAEAEEDCHSDTVRADDDEENESPAETDLQAQLQMFRAQWMFELAPGVSSSNLENRPCRAARGSLQKTSADTKGKQEQAKEEKARELFLKAVEEEQNGALYEAIKFYRRAMQLVPDIEFKITYTRSPDGDGVGNSYIEDNDDDSKMADLLSYFQQQLTFQESVLKLCQPELESSQIHISVLPMEVLMYIFRWVVSSDLDLRSLEQLSLVCRGFYICARDPEIWRLACLKVWGRSCIKLVPYTSWREMFLERPRVRFDGVYISKTTYIRQGEQSLDGFYRAWHQVEYYRYI.... Result: 0 (no interaction). (3) Result: 1 (interaction). The protein sequence of the target gene is MAEETQHNKLAAAKKKLKEYWQKNSPRVPAGANRNRKTNGSIPEKATSGGCQPPRDSATGFHREGPTSSATLKDLESPCQERAVVLDSRSVEISQLKNTIKSLKQQKKQVEHQLEEEKKANNKKQKAKRVLEVQIQTLNIQKEELNTDLYHMKRSLRYFEEKSKDLAVRLQHSLQRKGELESVLSNVMATQKKKANQLSSRSKARTEWKLEQSMREEALLKVQLTQFKESFQQVQLERDEYSEHLKGERARWQQRMRKMSQEICTLKKEKQQDMRRVEKLERSLSKLKNQMAEPLPPEPP.... The miRNA is hsa-miR-363-3p with sequence AAUUGCACGGUAUCCAUCUGUA. (4) The miRNA is mmu-miR-3057-5p with sequence AUUGGAGCUGAGAUUCUGCGGGAU. The protein sequence of the target gene is MKKMSNIYESAANTLGIFNSPCLTKVELRVACKGISDRDALSKPDPCVILKMQSHGQWFEVDRTEVIRTCINPVYSKLFTVDFYFEEVQRLRFEVHDISSNHNGLKEADFLGGMECTLGQIVSQRKLSKSLLKHGNTAGKSSITVIAEELSGNDDYVELAFNARKLDDKDFFSKSDPFLEIFRMNDDATQQLVHRTEVVMNNLSPAWKSFKVSVNSLCSGDPDRRLKCIVWDWDSNGKHDFIGEFTSTFKEMRGAMEGKQVQWECINPKYKAKKKNYKNSGTVILNLCKIHKMHSFLDYI.... Result: 0 (no interaction). (5) The miRNA is hsa-miR-5693 with sequence GCAGUGGCUCUGAAAUGAACUC. The protein sequence of the target gene is MKMASSLAFLLLNFHVSLLLVQLLTPCSAQFSVLGPSGPILAMVGEDADLPCHLFPTMSAETMELKWVSSSLRQVVNVYADGKEVEDRQSAPYRGRTSILRDGITAGKAALRIHNVTASDSGKYLCYFQDGDFYEKALVELKVAALGSNLHVEVKGYEDGGIHLECRSTGWYPQPQIQWSNAKGENIPAVEAPVVADGVGLYEVAASVIMRGGSGEGVSCIIRNSLLGLEKTASISIADPFFRSAQPWIAALAGTLPILLLLLAGASYFLWRQQKEITALSSEIESEQEMKEMGYAATER.... Result: 1 (interaction). (6) The miRNA is cel-miR-40-3p with sequence UCACCGGGUGUACAUCAGCUAA. The protein sequence of the target gene is MSSVSSDIDGPPETKRFRIDVDTQVGIDTPSVSTNCAPPVAGEASQDGQSPAAPSSASYRSSNSSVISSSESPIKDEDVDVHDGQDDTEDIAMDVSGSTGSIVNNSEIFEMLNKTFGGVFNCDLEGIMRPSALMHPSSPPTPIQSAGIPGALAVAQSPAAQLFSGDDWSWHRNPAASIRSGGTNKQTPVWKYFVYNKTENLSRCIVGDCTYMLKGPHTSTLACHLKKHTREYSEFQKLKTEYSRTKLDQQPKIPDGAPHPLTLQTQNTPRQTGSPASTCNTNSNTSSSVSSGSGIGSGSG.... Result: 1 (interaction).